This data is from Full USPTO retrosynthesis dataset with 1.9M reactions from patents (1976-2016). The task is: Predict the reactants needed to synthesize the given product. Given the product [C:1]([O:5][C:6]([N:8]1[C@@H:12]([C:13]2[CH:18]=[CH:17][CH:16]=[CH:15][CH:14]=2)[C@@H:11]([CH2:19][C:20]([OH:25])=[O:23])[O:10][C:9]1([CH3:22])[CH3:21])=[O:7])([CH3:4])([CH3:3])[CH3:2], predict the reactants needed to synthesize it. The reactants are: [C:1]([O:5][C:6]([N:8]1[C@@H:12]([C:13]2[CH:18]=[CH:17][CH:16]=[CH:15][CH:14]=2)[C@@H:11]([CH:19]=[CH2:20])[O:10][C:9]1([CH3:22])[CH3:21])=[O:7])([CH3:4])([CH3:3])[CH3:2].[OH-:23].[Na+].[OH-:25].[K+].C(=O)([O-])[O-].[Na+].[Na+].C(=O)(O)[O-].[Na+].I([O-])(=O)(=O)=O.[Na+].